From a dataset of Reaction yield outcomes from USPTO patents with 853,638 reactions. Predict the reaction yield, written as a fraction of the theoretical maximum amount of product (1.0 means a 100% yield; for example, 0.34 means a 34% yield). (1) The reactants are [CH2:1]([O:19][CH2:20][C@H:21]1[CH2:23][O:22]1)[CH2:2][CH2:3][CH2:4][CH2:5][CH2:6][CH2:7][CH2:8]/[CH:9]=[CH:10]\[CH2:11]/[CH:12]=[CH:13]\[CH2:14][CH2:15][CH2:16][CH2:17][CH3:18].[CH3:24][NH:25][CH3:26]. The catalyst is C(O)C. The product is [CH3:24][N:25]([CH3:26])[CH2:23][C@@H:21]([OH:22])[CH2:20][O:19][CH2:1][CH2:2][CH2:3][CH2:4][CH2:5][CH2:6][CH2:7][CH2:8]/[CH:9]=[CH:10]\[CH2:11]/[CH:12]=[CH:13]\[CH2:14][CH2:15][CH2:16][CH2:17][CH3:18]. The yield is 0.980. (2) The reactants are F[C:2]1[C:3]([C:12]#[C:13][Si](C)(C)C)=[C:4]([C:10]#[N:11])[C:5](=[CH:8][CH:9]=1)[C:6]#[N:7].[NH2:18][C@@H:19]([C:21]1[CH:22]=[C:23]([CH:26]=[CH:27][CH:28]=1)[C:24]#[N:25])[CH3:20].C([O-])([O-])=O.[K+].[K+].C([O-])(O)=O.[Na+]. The catalyst is CN1C(=O)CCC1. The product is [C:24]([C:23]1[CH:22]=[C:21]([C@H:19]([N:18]2[C:2]3[C:3](=[C:4]([C:10]#[N:11])[C:5]([C:6]#[N:7])=[CH:8][CH:9]=3)[CH:12]=[CH:13]2)[CH3:20])[CH:28]=[CH:27][CH:26]=1)#[N:25]. The yield is 0.450. (3) The reactants are Br[C:2]1[N:7]=[C:6]([C:8]([N:10]2[CH2:15][CH2:14][N:13]([CH:16]([CH3:18])[CH3:17])[CH2:12][CH2:11]2)=[O:9])[CH:5]=[CH:4][CH:3]=1.[Cl:19][C:20]1[CH:21]=[C:22]([OH:27])[CH:23]=[CH:24][C:25]=1[Cl:26].C([O-])([O-])=O.[K+].[K+]. The catalyst is CN(C=O)C.O. The product is [Cl:19][C:20]1[CH:21]=[C:22]([CH:23]=[CH:24][C:25]=1[Cl:26])[O:27][C:2]1[N:7]=[C:6]([C:8]([N:10]2[CH2:15][CH2:14][N:13]([CH:16]([CH3:18])[CH3:17])[CH2:12][CH2:11]2)=[O:9])[CH:5]=[CH:4][CH:3]=1. The yield is 0.0350. (4) The reactants are [CH3:1][S:2](Cl)(=[O:4])=[O:3].[C:6]1([O:16][CH3:17])[C:7](=[CH:9][CH:10]=[C:11]([CH:15]=1)[CH2:12][CH:13]=[CH2:14])[OH:8].C(N(CC)CC)C.O. The catalyst is ClCCl.C(OCC)(=O)C. The product is [CH3:1][S:2]([O:8][C:7]1[CH:9]=[CH:10][C:11]([CH2:12][CH:13]=[CH2:14])=[CH:15][C:6]=1[O:16][CH3:17])(=[O:4])=[O:3]. The yield is 1.00. (5) The reactants are [C:1]([C:5]1[CH:13]=[CH:12][C:8]([C:9]([OH:11])=O)=[CH:7][CH:6]=1)([CH3:4])([CH3:3])[CH3:2].[NH2:14][C@@H:15]([CH2:20][C:21]1[CH:26]=[CH:25][C:24]([C:27]2[NH:28][CH:29]=[C:30]([C:32]3[CH:37]=[CH:36][C:35]([O:38][CH2:39][CH2:40][CH2:41][CH2:42][CH2:43][CH2:44][CH3:45])=[CH:34][CH:33]=3)[N:31]=2)=[CH:23][CH:22]=1)[C:16]([O:18][CH3:19])=[O:17].CN(C(ON1N=NC2C=CC=NC1=2)=[N+](C)C)C.F[P-](F)(F)(F)(F)F. The catalyst is CN(C=O)C.C(Cl)Cl. The product is [C:1]([C:5]1[CH:6]=[CH:7][C:8]([C:9]([NH:14][C@@H:15]([CH2:20][C:21]2[CH:22]=[CH:23][C:24]([C:27]3[NH:28][CH:29]=[C:30]([C:32]4[CH:33]=[CH:34][C:35]([O:38][CH2:39][CH2:40][CH2:41][CH2:42][CH2:43][CH2:44][CH3:45])=[CH:36][CH:37]=4)[N:31]=3)=[CH:25][CH:26]=2)[C:16]([O:18][CH3:19])=[O:17])=[O:11])=[CH:12][CH:13]=1)([CH3:2])([CH3:3])[CH3:4]. The yield is 0.170. (6) The reactants are [CH:1]([C:3]1[CH:8]=[CH:7][C:6]([C:9]2([CH3:14])[O:13][CH2:12][CH2:11][O:10]2)=[CH:5][CH:4]=1)=[O:2].S([CH2:25][N+:26]#[C-:27])(C1C=CC(C)=CC=1)(=O)=O.C(=O)([O-])[O-].[K+].[K+]. The catalyst is CO.O. The product is [O:2]1[C:1]([C:3]2[CH:4]=[CH:5][C:6]([C:9]3([CH3:14])[O:10][CH2:11][CH2:12][O:13]3)=[CH:7][CH:8]=2)=[CH:27][N:26]=[CH:25]1. The yield is 0.370.